From a dataset of Reaction yield outcomes from USPTO patents with 853,638 reactions. Predict the reaction yield, written as a fraction of the theoretical maximum amount of product (1.0 means a 100% yield; for example, 0.34 means a 34% yield). (1) The reactants are [N:1]1([C:14]([O:16][C:17]([CH3:20])([CH3:19])[CH3:18])=[O:15])[CH2:6][CH2:5][N:4]([C:7](OC(Cl)(Cl)Cl)=[O:8])[CH2:3][CH2:2]1.O.[NH2:22][NH2:23].CCOC(C)=O. The catalyst is C1COCC1.[Cl-].[Na+]. The product is [NH:22]([C:7]([N:4]1[CH2:5][CH2:6][N:1]([C:14]([O:16][C:17]([CH3:20])([CH3:19])[CH3:18])=[O:15])[CH2:2][CH2:3]1)=[O:8])[NH2:23]. The yield is 0.400. (2) The reactants are O=[C:2]1[C:10]2[CH:9]=[CH:8][CH:7]=[C:6]([C:11]([OH:13])=[O:12])[C:5]=2[CH2:4][CH2:3]1.Cl.[Cl:15][C:16]1[CH:21]=[CH:20][C:19]([NH:22]N)=[CH:18][CH:17]=1. No catalyst specified. The product is [Cl:15][C:16]1[CH:21]=[CH:20][C:19]2[NH:22][C:2]3[C:10]4[CH:9]=[CH:8][CH:7]=[C:6]([C:11]([OH:13])=[O:12])[C:5]=4[CH2:4][C:3]=3[C:18]=2[CH:17]=1. The yield is 0.140. (3) The reactants are S(Cl)([Cl:3])=O.[F:5][C@H:6]1[CH2:10][CH2:9][N:8]([CH2:11][CH2:12][CH2:13]O)[CH2:7]1. No catalyst specified. The product is [Cl:3][CH2:13][CH2:12][CH2:11][N:8]1[CH2:9][CH2:10][C@H:6]([F:5])[CH2:7]1. The yield is 0.500. (4) The reactants are [CH2:1]([N:8]1[C:16]2[C:11](=[CH:12][CH:13]=[CH:14][C:15]=2Br)[CH:10]=[CH:9]1)[C:2]1[CH:7]=[CH:6][CH:5]=[CH:4][CH:3]=1.[F:18][C:19]([F:31])([F:30])[O:20][C:21]1[CH:26]=[CH:25][C:24](B(O)O)=[CH:23][CH:22]=1.ClCCl.C(=O)([O-])[O-].[K+].[K+]. The catalyst is O1CCOCC1.O.C1C=CC(P(C2C=CC=CC=2)[C-]2C=CC=C2)=CC=1.C1C=CC(P(C2C=CC=CC=2)[C-]2C=CC=C2)=CC=1.Cl[Pd]Cl.[Fe+2].CCCCCC. The product is [CH2:1]([N:8]1[C:16]2[C:11](=[CH:12][CH:13]=[CH:14][C:15]=2[C:24]2[CH:23]=[CH:22][C:21]([O:20][C:19]([F:18])([F:30])[F:31])=[CH:26][CH:25]=2)[CH:10]=[CH:9]1)[C:2]1[CH:7]=[CH:6][CH:5]=[CH:4][CH:3]=1. The yield is 0.500. (5) The product is [N:5]1[N:6]2[C:7]([CH2:8][O:9][CH2:10][CH2:11]2)=[CH:12][C:4]=1[NH2:1]. The catalyst is [Pd].C(O)C. The reactants are [N+:1]([C:4]1[CH:12]=[C:7]2[CH2:8][O:9][CH2:10][CH2:11][N:6]2[N:5]=1)([O-])=O. The yield is 0.730. (6) The reactants are [C:1]1([CH2:7][N:8]2[CH2:17][CH2:16][C:15]3[C:14](O)=[N:13][C:12]([C:19]([F:22])([F:21])[F:20])=[N:11][C:10]=3[CH2:9]2)[CH:6]=[CH:5][CH:4]=[CH:3][CH:2]=1.C1(P(Cl)([Cl:31])=O)C=CC=CC=1.C(=O)(O)[O-].[Na+].C. The catalyst is CCCCCC.C(OCC)(=O)C. The product is [Cl:31][C:14]1[C:15]2[CH2:16][CH2:17][N:8]([CH2:7][C:1]3[CH:6]=[CH:5][CH:4]=[CH:3][CH:2]=3)[CH2:9][C:10]=2[N:11]=[C:12]([C:19]([F:22])([F:21])[F:20])[N:13]=1. The yield is 0.760. (7) The catalyst is C1(C)C=CC=CC=1. The yield is 0.700. The reactants are [C:1]([O:8][CH2:9][CH2:10][CH2:11][CH2:12][CH2:13]C)(=[O:7])[CH2:2][CH2:3][CH2:4][CH2:5][CH3:6].C1(O)CCCC1. The product is [C:1]([O:8][CH:9]1[CH2:10][CH2:11][CH2:12][CH2:13]1)(=[O:7])[CH2:2][CH2:3][CH2:4][CH2:5][CH3:6]. (8) The reactants are [OH:1][C:2]1([CH:13]([N+:17]([O-:19])=[O:18])[CH:14]([CH3:16])[CH3:15])[CH2:5][N:4]([C:6]([O:8]C(C)(C)C)=O)[CH2:3]1.Cl.[F:21][C:22]1[C:23]([NH:32][C:33]2[CH:38]=[CH:37][C:36]([I:39])=[CH:35][C:34]=2[F:40])=[C:24]([CH:28]=[CH:29][C:30]=1[F:31])C(O)=O.C1CN([P+](ON2N=NC3C=CC=CC2=3)(N2CCCC2)N2CCCC2)CC1.F[P-](F)(F)(F)(F)F.CCN(C(C)C)C(C)C. The catalyst is O1CCOCC1.CN(C=O)C.C(OCC)(=O)C.CO. The product is [F:21][C:22]1[C:23]([NH:32][C:33]2[CH:38]=[CH:37][C:36]([I:39])=[CH:35][C:34]=2[F:40])=[C:24]([C:6]([N:4]2[CH2:3][C:2]([CH:13]([N+:17]([O-:19])=[O:18])[CH:14]([CH3:15])[CH3:16])([OH:1])[CH2:5]2)=[O:8])[CH:28]=[CH:29][C:30]=1[F:31]. The yield is 0.900. (9) The reactants are [Br:1][C:2]1[CH:3]=[C:4]([C:8]([NH:10][NH:11][C:12](=[O:15])[CH2:13][Cl:14])=O)[CH:5]=[N:6][CH:7]=1. The catalyst is O=P(Cl)(Cl)Cl. The product is [Br:1][C:2]1[CH:7]=[N:6][CH:5]=[C:4]([C:8]2[O:15][C:12]([CH2:13][Cl:14])=[N:11][N:10]=2)[CH:3]=1. The yield is 0.590.